From a dataset of NCI-60 drug combinations with 297,098 pairs across 59 cell lines. Regression. Given two drug SMILES strings and cell line genomic features, predict the synergy score measuring deviation from expected non-interaction effect. (1) Drug 1: CC1=CC2C(CCC3(C2CCC3(C(=O)C)OC(=O)C)C)C4(C1=CC(=O)CC4)C. Drug 2: CN(C(=O)NC(C=O)C(C(C(CO)O)O)O)N=O. Cell line: SW-620. Synergy scores: CSS=11.7, Synergy_ZIP=-1.64, Synergy_Bliss=-1.67, Synergy_Loewe=-4.80, Synergy_HSA=-4.19. (2) Drug 1: C1=CC(=CC=C1CCCC(=O)O)N(CCCl)CCCl. Drug 2: C1C(C(OC1N2C=C(C(=O)NC2=O)F)CO)O. Synergy scores: CSS=4.13, Synergy_ZIP=-8.59, Synergy_Bliss=-13.1, Synergy_Loewe=-15.9, Synergy_HSA=-10.3. Cell line: UACC-257. (3) Drug 1: CNC(=O)C1=CC=CC=C1SC2=CC3=C(C=C2)C(=NN3)C=CC4=CC=CC=N4. Drug 2: C1=CN(C(=O)N=C1N)C2C(C(C(O2)CO)O)O.Cl. Cell line: KM12. Synergy scores: CSS=21.8, Synergy_ZIP=-1.65, Synergy_Bliss=5.32, Synergy_Loewe=4.65, Synergy_HSA=5.84. (4) Drug 1: CCCCCOC(=O)NC1=NC(=O)N(C=C1F)C2C(C(C(O2)C)O)O. Drug 2: C(CN)CNCCSP(=O)(O)O. Cell line: SR. Synergy scores: CSS=-14.6, Synergy_ZIP=7.55, Synergy_Bliss=0.0845, Synergy_Loewe=-15.9, Synergy_HSA=-15.6. (5) Drug 1: COC1=C(C=C2C(=C1)N=CN=C2NC3=CC(=C(C=C3)F)Cl)OCCCN4CCOCC4. Cell line: HCC-2998. Drug 2: CC=C1C(=O)NC(C(=O)OC2CC(=O)NC(C(=O)NC(CSSCCC=C2)C(=O)N1)C(C)C)C(C)C. Synergy scores: CSS=69.3, Synergy_ZIP=-2.73, Synergy_Bliss=-5.91, Synergy_Loewe=-6.12, Synergy_HSA=-3.60. (6) Drug 1: C1=CC(=CC=C1CCC2=CNC3=C2C(=O)NC(=N3)N)C(=O)NC(CCC(=O)O)C(=O)O. Drug 2: C1=CC=C(C=C1)NC(=O)CCCCCCC(=O)NO. Cell line: A549. Synergy scores: CSS=46.5, Synergy_ZIP=1.53, Synergy_Bliss=2.83, Synergy_Loewe=-0.949, Synergy_HSA=5.48. (7) Drug 1: C1=CN(C(=O)N=C1N)C2C(C(C(O2)CO)O)O.Cl. Drug 2: CC(C)CN1C=NC2=C1C3=CC=CC=C3N=C2N. Cell line: CCRF-CEM. Synergy scores: CSS=76.9, Synergy_ZIP=8.72, Synergy_Bliss=8.53, Synergy_Loewe=1.30, Synergy_HSA=8.84.